From a dataset of Full USPTO retrosynthesis dataset with 1.9M reactions from patents (1976-2016). Predict the reactants needed to synthesize the given product. Given the product [CH2:1]([C:3]1([OH:8])[O:12][C:5](=[O:4])[CH:6]=[CH:7]1)[CH3:2], predict the reactants needed to synthesize it. The reactants are: [CH2:1]([C:3]1[O:4][CH:5]=[CH:6][CH:7]=1)[CH3:2].[O-:8]Cl=O.[Na+].[OH2:12].